From a dataset of Reaction yield outcomes from USPTO patents with 853,638 reactions. Predict the reaction yield, written as a fraction of the theoretical maximum amount of product (1.0 means a 100% yield; for example, 0.34 means a 34% yield). (1) The reactants are C(OC([N:8]1[CH2:13][CH2:12][CH:11]([CH2:14][CH2:15][N:16]2[CH2:21][CH2:20][N:19]([C:22]3[CH:27]=[CH:26][C:25]([S:28]([CH3:31])(=[O:30])=[O:29])=[CH:24][CH:23]=3)[CH2:18][CH2:17]2)[CH2:10][CH2:9]1)=O)(C)(C)C.C(Cl)Cl.C(O)(C(F)(F)F)=O. The catalyst is C(Cl)Cl. The product is [CH3:31][S:28]([C:25]1[CH:26]=[CH:27][C:22]([N:19]2[CH2:18][CH2:17][N:16]([CH2:15][CH2:14][CH:11]3[CH2:12][CH2:13][NH:8][CH2:9][CH2:10]3)[CH2:21][CH2:20]2)=[CH:23][CH:24]=1)(=[O:30])=[O:29]. The yield is 0.770. (2) The reactants are C([O:8][C:9]1[C:14]([CH3:15])=[CH:13][C:12]([C:16]2[CH:25]=[C:24]3[C:19]([C:20]([O:30][CH:31]([CH3:33])[CH3:32])=[CH:21][C:22]([O:26][CH:27]([CH3:29])[CH3:28])=[N:23]3)=[C:18](N)[N:17]=2)=[CH:11][C:10]=1[CH3:35])C1C=CC=CC=1.[H][H].C[OH:39]. The catalyst is [Pd]. The product is [OH:8][C:9]1[C:14]([CH3:15])=[CH:13][C:12]([C:16]2[NH:17][C:18](=[O:39])[C:19]3[C:20]([O:30][CH:31]([CH3:33])[CH3:32])=[CH:21][C:22]([O:26][CH:27]([CH3:28])[CH3:29])=[N:23][C:24]=3[CH:25]=2)=[CH:11][C:10]=1[CH3:35]. The yield is 0.432. (3) The reactants are [OH:1][C@@H:2]([C:23]1[CH:28]=[CH:27][CH:26]=[CH:25][CH:24]=1)[CH2:3][CH2:4][N:5]1[CH2:10][CH2:9][CH:8]([C:11]2[CH:12]=[C:13]([NH:17][C:18](=[O:22])[CH:19]([CH3:21])[CH3:20])[CH:14]=[CH:15][CH:16]=2)[CH2:7][CH2:6]1.[F:29][C:30]1[CH:35]=[CH:34][C:33](O)=[CH:32][CH:31]=1.C1(P(C2C=CC=CC=2)C2C=CC=CC=2)C=CC=CC=1.N(C(OCC)=O)=NC(OCC)=O.N. The catalyst is C1COCC1.C(Cl)(Cl)Cl. The product is [F:29][C:30]1[CH:35]=[CH:34][C:33]([O:1][C@H:2]([C:23]2[CH:24]=[CH:25][CH:26]=[CH:27][CH:28]=2)[CH2:3][CH2:4][N:5]2[CH2:10][CH2:9][CH:8]([C:11]3[CH:12]=[C:13]([NH:17][C:18](=[O:22])[CH:19]([CH3:21])[CH3:20])[CH:14]=[CH:15][CH:16]=3)[CH2:7][CH2:6]2)=[CH:32][CH:31]=1. The yield is 0.647. (4) The reactants are [Cl:1][C:2]1[CH:9]=[C:8]([N:10]([CH2:16][C:17]2[CH:22]=[CH:21][CH:20]=[CH:19][C:18]=2[Cl:23])[C@H:11]2[CH2:15][CH2:14][NH:13][CH2:12]2)[CH:7]=[CH:6][C:3]=1[C:4]#[N:5].[CH3:24][N:25]1[CH:29]=[CH:28][N:27]=[C:26]1[CH:30]=O.[C-]#N.[K+].[BH4-].[Na+]. The catalyst is CCO.O.Cl. The product is [Cl:1][C:2]1[CH:9]=[C:8]([N:10]([CH2:16][C:17]2[CH:22]=[CH:21][CH:20]=[CH:19][C:18]=2[Cl:23])[C@H:11]2[CH2:15][CH2:14][N:13]([CH2:30][C:26]3[N:25]([CH3:24])[CH:29]=[CH:28][N:27]=3)[CH2:12]2)[CH:7]=[CH:6][C:3]=1[C:4]#[N:5]. The yield is 1.00. (5) The reactants are [Si]([O:8][C:9]1[CH:14]=[CH:13][C:12]([C:15]2[N:23]([C:24]3[CH:29]=[CH:28][C:27]([F:30])=[CH:26][C:25]=3[Cl:31])[C:22]3[CH2:21][CH2:20][N:19]([N:32]4[CH2:37][CH2:36][CH2:35][CH2:34][CH2:33]4)[C:18](=[O:38])[C:17]=3[C:16]=2[CH3:39])=[CH:11][CH:10]=1)(C(C)(C)C)(C)C.CCCC[N+](CCCC)(CCCC)CCCC.[F-]. The yield is 0.230. The catalyst is C1COCC1. The product is [Cl:31][C:25]1[CH:26]=[C:27]([F:30])[CH:28]=[CH:29][C:24]=1[N:23]1[C:22]2[CH2:21][CH2:20][N:19]([N:32]3[CH2:37][CH2:36][CH2:35][CH2:34][CH2:33]3)[C:18](=[O:38])[C:17]=2[C:16]([CH3:39])=[C:15]1[C:12]1[CH:11]=[CH:10][C:9]([OH:8])=[CH:14][CH:13]=1. (6) The reactants are C=O.F[C:4](F)(F)[C:5]([O-:7])=O.C[NH2+]C1C=CC=CC=1.[CH2:18]1[CH2:28][C:26](=O)C2[C:20](=[CH:21][CH:22]=[CH:23][CH:24]=2)[CH2:19]1.C(OCC)C. The catalyst is C1COCC1. The product is [CH2:24]=[C:23]1[CH2:22][CH2:21][C:20]2[C:4](=[CH:26][CH:28]=[CH:18][CH:19]=2)[C:5]1=[O:7]. The yield is 0.900. (7) The reactants are [Br:1][C:2]1[CH:3]=[CH:4][C:5]2[O:9][C:8]([C:10]([NH2:12])=[O:11])=[C:7]([NH:13][C:14](=O)[CH2:15][Cl:16])[C:6]=2[CH:18]=1.Cl. The catalyst is [OH-].[Na+]. The product is [Br:1][C:2]1[CH:3]=[CH:4][C:5]2[O:9][C:8]3[C:10](=[O:11])[NH:12][C:14]([CH2:15][Cl:16])=[N:13][C:7]=3[C:6]=2[CH:18]=1. The yield is 0.630. (8) The product is [CH2:27]([NH:29][C:2]1[C:3]([CH3:20])=[C:4]([CH:12]=[C:13]([CH3:19])[C:14]=1[C:15]([O:17][CH3:18])=[O:16])[C:5]([O:7][C:8]([CH3:11])([CH3:10])[CH3:9])=[O:6])[CH3:28]. The catalyst is O1CCOCC1.C1C=CC(/C=C/C(/C=C/C2C=CC=CC=2)=O)=CC=1.C1C=CC(/C=C/C(/C=C/C2C=CC=CC=2)=O)=CC=1.C1C=CC(/C=C/C(/C=C/C2C=CC=CC=2)=O)=CC=1.[Pd].[Pd].CC1(C)C2C(=C(P(C3C=CC=CC=3)C3C=CC=CC=3)C=CC=2)OC2C(P(C3C=CC=CC=3)C3C=CC=CC=3)=CC=CC1=2. The reactants are I[C:2]1[C:3]([CH3:20])=[C:4]([CH:12]=[C:13]([CH3:19])[C:14]=1[C:15]([O:17][CH3:18])=[O:16])[C:5]([O:7][C:8]([CH3:11])([CH3:10])[CH3:9])=[O:6].C(=O)([O-])[O-].[Cs+].[Cs+].[CH2:27]([NH2:29])[CH3:28].CC1(C)C2C(=C(P(C3C=CC=CC=3)C3C=CC=CC=3)C=CC=2)OC2C(P(C3C=CC=CC=3)C3C=CC=CC=3)=CC=CC1=2. The yield is 0.670. (9) The reactants are [Cl:1][C:2]1[CH:7]=[CH:6][C:5]([C@@H:8]([C@@H:28]2[CH2:33][O:32][CH2:31][CH2:30][N:29]2C(OC(C)(C)C)=O)[C:9]([N:11]2[CH2:16][CH2:15][N:14]([C:17]3[C:18]4[C@H:25]([CH3:26])[CH2:24][C@H:23]([OH:27])[C:19]=4[N:20]=[CH:21][N:22]=3)[CH2:13][CH2:12]2)=[O:10])=[CH:4][CH:3]=1.[ClH:41]. The catalyst is O1CCOCC1. The product is [ClH:1].[ClH:41].[Cl:1][C:2]1[CH:3]=[CH:4][C:5]([C@@H:8]([C@@H:28]2[CH2:33][O:32][CH2:31][CH2:30][NH:29]2)[C:9]([N:11]2[CH2:12][CH2:13][N:14]([C:17]3[C:18]4[C@H:25]([CH3:26])[CH2:24][C@H:23]([OH:27])[C:19]=4[N:20]=[CH:21][N:22]=3)[CH2:15][CH2:16]2)=[O:10])=[CH:6][CH:7]=1. The yield is 0.540. (10) The reactants are [NH2:1][C:2]1[CH:7]=[CH:6][C:5]([N+:8]([O-:10])=[O:9])=[CH:4][C:3]=1[SH:11].C(N(CC)CC)C.Cl[CH2:20][C:21](=O)[CH2:22][C:23]([O:25][CH2:26][CH3:27])=[O:24]. The catalyst is O1CCCC1. The product is [CH2:26]([O:25][C:23](=[O:24])[CH2:22][C:21]1[NH:1][C:2]2[CH:7]=[CH:6][C:5]([N+:8]([O-:10])=[O:9])=[CH:4][C:3]=2[S:11][CH:20]=1)[CH3:27]. The yield is 0.870.